Dataset: Reaction yield outcomes from USPTO patents with 853,638 reactions. Task: Predict the reaction yield, written as a fraction of the theoretical maximum amount of product (1.0 means a 100% yield; for example, 0.34 means a 34% yield). (1) The reactants are C[O:2][C:3](=O)[C:4]1[CH:9]=[CH:8][C:7]([O:10][CH2:11][C:12]2[C:13]([C:18]3[CH:23]=[CH:22][C:21]([Cl:24])=[CH:20][CH:19]=3)=[N:14][O:15][C:16]=2[CH3:17])=[N:6][CH:5]=1.[CH:26]1([CH2:29][NH2:30])[CH2:28][CH2:27]1. No catalyst specified. The product is [Cl:24][C:21]1[CH:20]=[CH:19][C:18]([C:13]2[C:12]([CH2:11][O:10][C:7]3[CH:8]=[CH:9][C:4]([C:3]([NH:30][CH2:29][CH:26]4[CH2:28][CH2:27]4)=[O:2])=[CH:5][N:6]=3)=[C:16]([CH3:17])[O:15][N:14]=2)=[CH:23][CH:22]=1. The yield is 0.700. (2) The reactants are Cl.[C:2]([O:6][C:7]([N:9]1[CH2:12][CH:11]([CH2:13][NH2:14])[CH2:10]1)=[O:8])([CH3:5])([CH3:4])[CH3:3].CCN(CC)CC.[Cl:22][C:23]1[N:28]=[C:27](Cl)[N:26]=[C:25]([N:30]2[CH2:35][CH2:34][O:33][CH2:32][CH2:31]2)[N:24]=1. The catalyst is C1COCC1. The product is [C:2]([O:6][C:7]([N:9]1[CH2:12][CH:11]([CH2:13][NH:14][C:27]2[N:28]=[C:23]([Cl:22])[N:24]=[C:25]([N:30]3[CH2:31][CH2:32][O:33][CH2:34][CH2:35]3)[N:26]=2)[CH2:10]1)=[O:8])([CH3:5])([CH3:4])[CH3:3]. The yield is 0.460. (3) The reactants are N[CH2:2][C:3]([C:5]1[CH:10]=[CH:9][CH:8]=[CH:7][CH:6]=1)=[O:4].C([N:13](CC)CC)C.[F:18][C:19]1[CH:27]=[CH:26][C:22]([C:23](Cl)=[O:24])=[CH:21][CH:20]=1. The catalyst is ClCCl. The product is [C:3]([C:5]1[CH:10]=[CH:9][CH:8]=[CH:7][C:6]=1[NH:13][C:23](=[O:24])[C:22]1[CH:26]=[CH:27][C:19]([F:18])=[CH:20][CH:21]=1)(=[O:4])[CH3:2]. The yield is 0.740. (4) The reactants are [OH-].[Li+].[CH3:3][O:4][C:5]1[C:10]2[CH:11]=[C:12]([C:24]([O:26]C)=[O:25])[N:13]([CH2:14][C:15]3[C:20]([CH3:21])=[CH:19][C:18]([CH3:22])=[CH:17][C:16]=3[CH3:23])[C:9]=2[CH:8]=[CH:7][N:6]=1. The catalyst is CCO. The product is [CH3:3][O:4][C:5]1[C:10]2[CH:11]=[C:12]([C:24]([OH:26])=[O:25])[N:13]([CH2:14][C:15]3[C:20]([CH3:21])=[CH:19][C:18]([CH3:22])=[CH:17][C:16]=3[CH3:23])[C:9]=2[CH:8]=[CH:7][N:6]=1. The yield is 0.810. (5) The reactants are [C:1]([C:3]1[CH:4]=[C:5]([S:10](Cl)(=[O:12])=[O:11])[CH:6]=[CH:7][C:8]=1[F:9])#[N:2].[NH2:14][C:15]1[S:16][CH:17]=[N:18][N:19]=1.N1C=CC=CC=1. The catalyst is C(Cl)Cl. The product is [C:1]([C:3]1[CH:4]=[C:5]([S:10]([NH:14][C:15]2[S:16][CH:17]=[N:18][N:19]=2)(=[O:12])=[O:11])[CH:6]=[CH:7][C:8]=1[F:9])#[N:2]. The yield is 0.210. (6) The reactants are [C:1]([O:7][CH2:8][CH3:9])(=[O:6])[C:2]#[C:3][CH2:4][CH3:5]. The catalyst is [Pd].CC([O-])=O.CC([O-])=O.[Pb+2].C1COCC1.N1C=CC=CC=1. The product is [C:1]([O:7][CH2:8][CH3:9])(=[O:6])/[CH:2]=[CH:3]\[CH2:4][CH3:5]. The yield is 0.980. (7) The reactants are Cl[S:2]([CH2:5][CH2:6][CH2:7][CH2:8][CH2:9][CH2:10][CH2:11][C:12]([O:14][CH2:15][CH3:16])=[O:13])(=[O:4])=[O:3].[CH2:17]([NH2:23])[CH2:18][CH2:19][CH2:20][CH2:21][CH3:22].C(N(CC)C(C)C)(C)C.Cl. The catalyst is ClCCl. The product is [CH2:17]([NH:23][S:2]([CH2:5][CH2:6][CH2:7][CH2:8][CH2:9][CH2:10][CH2:11][C:12]([O:14][CH2:15][CH3:16])=[O:13])(=[O:4])=[O:3])[CH2:18][CH2:19][CH2:20][CH2:21][CH3:22]. The yield is 0.950. (8) The reactants are C(C1C=C(Cl)C=[C:6]([O:11]C)C=1O)C=C.[H-].[Na+].C(Br)C1C=CC=CC=1.[Cl:24]C1C=C(C2CCCCC2)C2OC(CO)CC=2C=1.C(C1C=C(Cl)C=C(OC)C=1OCC1C=CC=CC=1)C=C.CC[C@H]1[C@H]2C[C@H]([C@H](OC3C4C(=CC=CC=4)C(O[C@H](C4C=CN=C5C=4C=C(OC)C=C5)[C@@H]4N5C[C@H](CC)[C@@H](CC5)C4)=NN=3)C3C=CN=C4C=3C=C(OC)C=C4)N(CC2)C1.[CH2:120]([O:127][C:128]1[CH:133]=[C:132](OC)[CH:131]=[CH:130][C:129]=1[CH2:136][CH:137]([OH:140])[CH2:138][OH:139])[C:121]1[CH:126]=[CH:125][CH:124]=[CH:123][CH:122]=1. No catalyst specified. The product is [CH2:120]([O:127][C:128]1[C:133]([O:11][CH3:6])=[CH:132][C:131]([Cl:24])=[CH:130][C:129]=1[CH2:136][CH:137]([OH:140])[CH2:138][OH:139])[C:121]1[CH:122]=[CH:123][CH:124]=[CH:125][CH:126]=1. The yield is 0.540. (9) The reactants are [CH2:1]([O:3][C:4]1([C:7]2[CH:12]=[CH:11][C:10]([C:13]#[C:14][C:15]3[CH:20]=[CH:19][C:18]([CH2:21][C:22]([O:24]C)=[O:23])=[CH:17][CH:16]=3)=[CH:9][C:8]=2[C:26]([CH3:29])([CH3:28])[CH3:27])[CH2:6][CH2:5]1)[CH3:2].[OH-].[Na+].O.CC#N. The catalyst is C(O)C.O1CCCC1. The product is [CH2:1]([O:3][C:4]1([C:7]2[CH:12]=[CH:11][C:10]([C:13]#[C:14][C:15]3[CH:16]=[CH:17][C:18]([CH2:21][C:22]([OH:24])=[O:23])=[CH:19][CH:20]=3)=[CH:9][C:8]=2[C:26]([CH3:27])([CH3:29])[CH3:28])[CH2:6][CH2:5]1)[CH3:2]. The yield is 0.730.